This data is from Full USPTO retrosynthesis dataset with 1.9M reactions from patents (1976-2016). The task is: Predict the reactants needed to synthesize the given product. (1) Given the product [Cl:16][C:5]1[C:6]([C:8]2[CH:15]=[CH:14][C:11]([C:12]#[N:13])=[CH:10][CH:9]=2)=[N:7][C:2]([NH:17][CH2:18][C@H:19]2[CH2:23][CH2:22][N:21]([C:24]([O:26][C:27]([CH3:30])([CH3:29])[CH3:28])=[O:25])[CH2:20]2)=[N:3][CH:4]=1, predict the reactants needed to synthesize it. The reactants are: Cl[C:2]1[N:7]=[C:6]([C:8]2[CH:15]=[CH:14][C:11]([C:12]#[N:13])=[CH:10][CH:9]=2)[C:5]([Cl:16])=[CH:4][N:3]=1.[NH2:17][CH2:18][C@@H:19]1[CH2:23][CH2:22][N:21]([C:24]([O:26][C:27]([CH3:30])([CH3:29])[CH3:28])=[O:25])[CH2:20]1.CCN(C(C)C)C(C)C. (2) Given the product [Cl:1][C:2]1[CH:3]=[CH:4][C:5]([C:6]([NH:26][CH2:25][CH2:24][S:21](=[O:23])(=[O:22])[NH:20][CH:17]2[CH2:18][CH2:19][N:14]([CH:11]([CH3:12])[CH3:13])[CH2:15][CH2:16]2)=[O:8])=[CH:9][CH:10]=1, predict the reactants needed to synthesize it. The reactants are: [Cl:1][C:2]1[CH:10]=[CH:9][C:5]([C:6]([OH:8])=O)=[CH:4][CH:3]=1.[CH:11]([N:14]1[CH2:19][CH2:18][CH:17]([NH:20][S:21]([CH2:24][CH2:25][NH2:26])(=[O:23])=[O:22])[CH2:16][CH2:15]1)([CH3:13])[CH3:12]. (3) Given the product [ClH:1].[NH2:8][CH:9]([C:10]1[C:14](=[O:15])[CH2:13][CH2:12][C:11]=1[NH:16][C:17]1[CH:22]=[CH:21][CH:20]=[C:19]([C:23]([F:26])([F:24])[F:25])[CH:18]=1)[C:27]1[CH:32]=[CH:31][C:30]([C:33]#[N:34])=[CH:29][C:28]=1[Br:35], predict the reactants needed to synthesize it. The reactants are: [ClH:1].C(OC(=O)[NH:8][CH:9]([C:27]1[CH:32]=[CH:31][C:30]([C:33]#[N:34])=[CH:29][C:28]=1[Br:35])[C:10]1[C:14](=[O:15])[CH2:13][CH2:12][C:11]=1[NH:16][C:17]1[CH:22]=[CH:21][CH:20]=[C:19]([C:23]([F:26])([F:25])[F:24])[CH:18]=1)(C)(C)C.